Dataset: Ames mutagenicity test results for genotoxicity prediction. Task: Regression/Classification. Given a drug SMILES string, predict its toxicity properties. Task type varies by dataset: regression for continuous values (e.g., LD50, hERG inhibition percentage) or binary classification for toxic/non-toxic outcomes (e.g., AMES mutagenicity, cardiotoxicity, hepatotoxicity). Dataset: ames. (1) The molecule is Nc1ncnc2c1ncn2C1OC(CO)CC1O. The result is 1 (mutagenic). (2) The compound is C=C1C(O)C23CCC4C(C)(C(=O)O)CCCC4(C)C2CCC1(O)C3. The result is 0 (non-mutagenic). (3) The drug is CCOP(=S)(OCC)SC1OCCOC1SP(=S)(OCC)OCC. The result is 1 (mutagenic). (4) The drug is N#CCBr. The result is 0 (non-mutagenic). (5) The drug is [N-]=[N+]=CC(=O)OCC(N)C(=O)O. The result is 1 (mutagenic). (6) The drug is CCCCCCCCC1CO1. The result is 0 (non-mutagenic). (7) The molecule is CN(C)CCNC(=O)c1cccc2c1Nc1ccccc1O2. The result is 1 (mutagenic). (8) The molecule is Oc1c(Cl)cc(Cl)c(Cl)c1Cl. The result is 0 (non-mutagenic). (9) The molecule is CC(=O)Nc1cccc2ncccc12. The result is 0 (non-mutagenic).